Dataset: Peptide-MHC class II binding affinity with 134,281 pairs from IEDB. Task: Regression. Given a peptide amino acid sequence and an MHC pseudo amino acid sequence, predict their binding affinity value. This is MHC class II binding data. (1) The peptide sequence is LCVTQVLMMRTTWAL. The MHC is DRB1_0701 with pseudo-sequence DRB1_0701. The binding affinity (normalized) is 0.709. (2) The peptide sequence is NLARTISEAGQAMAS. The MHC is DRB1_0401 with pseudo-sequence DRB1_0401. The binding affinity (normalized) is 0.308. (3) The peptide sequence is MSNSKEIPSFRWTQS. The MHC is DRB1_0101 with pseudo-sequence DRB1_0101. The binding affinity (normalized) is 0.406. (4) The peptide sequence is TDLQYFRTACNPRGR. The MHC is DRB1_1302 with pseudo-sequence DRB1_1302. The binding affinity (normalized) is 0.245. (5) The peptide sequence is CGKYLFNWAVRTKLKLTPIA. The MHC is DRB1_0405 with pseudo-sequence DRB1_0405. The binding affinity (normalized) is 0.755.